From a dataset of Reaction yield outcomes from USPTO patents with 853,638 reactions. Predict the reaction yield, written as a fraction of the theoretical maximum amount of product (1.0 means a 100% yield; for example, 0.34 means a 34% yield). (1) The reactants are [F:1][C:2]1[C:3](I)=[C:4]2[CH:10]=[CH:9][N:8]([CH2:11][O:12][CH2:13][CH2:14][Si:15]([CH3:18])([CH3:17])[CH3:16])[C:5]2=[N:6][CH:7]=1.C(OC([N:25]1[CH:29]=[C:28](B2OC(C)(C)C(C)(C)O2)[CH:27]=[N:26]1)C)C.C(=O)([O-])[O-].[Na+].[Na+].Cl.[OH-].[Na+]. The catalyst is O1CCOCC1.O.CCOC(C)=O.C1C=CC([P]([Pd]([P](C2C=CC=CC=2)(C2C=CC=CC=2)C2C=CC=CC=2)([P](C2C=CC=CC=2)(C2C=CC=CC=2)C2C=CC=CC=2)[P](C2C=CC=CC=2)(C2C=CC=CC=2)C2C=CC=CC=2)(C2C=CC=CC=2)C2C=CC=CC=2)=CC=1.C1COCC1. The product is [NH:25]1[CH:29]=[C:28]([C:3]2[C:2]([F:1])=[CH:7][N:6]=[C:5]3[N:8]([CH2:11][O:12][CH2:13][CH2:14][Si:15]([CH3:18])([CH3:17])[CH3:16])[CH:9]=[CH:10][C:4]=23)[CH:27]=[N:26]1. The yield is 0.690. (2) The reactants are [F:8][C:7]([F:10])([F:9])[C:6](O[C:6](=[O:11])[C:7]([F:10])([F:9])[F:8])=[O:11].Cl.[CH3:15][O:16][C:17]1[CH:18]=[CH:19][CH:20]=[C:21]2[C:26]=1[CH2:25][C@@H:24]([NH2:27])[CH2:23][CH2:22]2.N1C=CC=CC=1. The catalyst is ClCCl. The product is [F:10][C:7]([F:8])([F:9])[C:6]([NH:27][C@H:24]1[CH2:23][CH2:22][C:21]2[C:26](=[C:17]([O:16][CH3:15])[CH:18]=[CH:19][CH:20]=2)[CH2:25]1)=[O:11]. The yield is 0.980. (3) The reactants are [NH2:1][N:2]1[C:7]([CH3:8])=[CH:6][CH:5]=[C:4]([CH3:9])[C:3]1=[NH2+:10].CC1C=C(C)C=C(C)C=1S([O-])(=O)=O.[Cl:24][CH2:25][C:26](OC)=O.C(=O)([O-])[O-].[K+].[K+]. The catalyst is CCO. The product is [Cl:24][CH2:25][C:26]1[N:10]=[C:3]2[C:4]([CH3:9])=[CH:5][CH:6]=[C:7]([CH3:8])[N:2]2[N:1]=1. The yield is 0.360. (4) The reactants are [NH:1]1[CH:5]=[CH:4][N:3]=[C:2]1[CH:6]=[O:7].Br[CH2:9][CH:10]([O:13][CH3:14])[O:11][CH3:12].C(=O)([O-])[O-].[K+].[K+].[I-].[K+]. The catalyst is CN(C=O)C. The product is [CH3:12][O:11][CH:10]([O:13][CH3:14])[CH2:9][N:1]1[CH:5]=[CH:4][N:3]=[C:2]1[CH:6]=[O:7]. The yield is 0.320. (5) The reactants are CCN(S(F)(F)[F:7])CC.O[CH2:11][CH:12]([CH3:28])[CH2:13][C@@H:14]1[CH2:18][N:17]([C@H:19]([C:21]2[CH:26]=[CH:25][CH:24]=[CH:23][CH:22]=2)[CH3:20])[C:16](=[O:27])[CH2:15]1. The yield is 0.370. The catalyst is C(Cl)Cl. The product is [F:7][CH2:11][CH:12]([CH3:28])[CH2:13][C@@H:14]1[CH2:18][N:17]([C@H:19]([C:21]2[CH:26]=[CH:25][CH:24]=[CH:23][CH:22]=2)[CH3:20])[C:16](=[O:27])[CH2:15]1. (6) The reactants are [C:1]([OH:6])(=[O:5])[C:2]([CH3:4])=[CH2:3].[OH-].[K+].[Br:9][CH2:10][CH2:11][CH2:12]Br. The catalyst is CN(C=O)C. The product is [C:1]([O:6][CH2:12][CH2:11][CH2:10][Br:9])(=[O:5])[C:2]([CH3:4])=[CH2:3]. The yield is 0.380.